This data is from Full USPTO retrosynthesis dataset with 1.9M reactions from patents (1976-2016). The task is: Predict the reactants needed to synthesize the given product. (1) Given the product [Br:30][C:12]1[CH:13]=[C:14]([N:17]2[CH:21]=[C:20]([C:22]([N:24]3[CH2:25][CH2:26][O:27][CH2:28][CH2:29]3)=[O:23])[CH:19]=[N:18]2)[CH:15]=[CH:16][C:11]=1[O:10][CH2:9][CH2:8][CH2:7][N:3]1[CH2:4][CH2:5][CH2:6][C@H:2]1[CH3:1], predict the reactants needed to synthesize it. The reactants are: [CH3:1][C@@H:2]1[CH2:6][CH2:5][CH2:4][N:3]1[CH2:7][CH2:8][CH2:9][O:10][C:11]1[CH:16]=[CH:15][C:14]([N:17]2[CH:21]=[C:20]([C:22]([N:24]3[CH2:29][CH2:28][O:27][CH2:26][CH2:25]3)=[O:23])[CH:19]=[N:18]2)=[CH:13][CH:12]=1.[Br:30]Br. (2) The reactants are: [CH:1]([C:4]1[CH:9]=[CH:8][C:7]([NH:10][C:11]([CH:13]2[CH2:18][CH2:17][NH:16][CH2:15][CH2:14]2)=[O:12])=[CH:6][CH:5]=1)([CH3:3])[CH3:2].[CH:19]1([CH2:22][CH2:23][C:24](O)=[O:25])[CH2:21][CH2:20]1. Given the product [CH:1]([C:4]1[CH:5]=[CH:6][C:7]([NH:10][C:11]([CH:13]2[CH2:18][CH2:17][N:16]([C:24](=[O:25])[CH2:23][CH2:22][CH:19]3[CH2:21][CH2:20]3)[CH2:15][CH2:14]2)=[O:12])=[CH:8][CH:9]=1)([CH3:3])[CH3:2], predict the reactants needed to synthesize it. (3) Given the product [C:18](=[O:19])([O:20][CH3:21])[O:8][C:5]1[CH:6]=[CH:7][C:2]([Br:1])=[CH:3][C:4]=1[CH3:9], predict the reactants needed to synthesize it. The reactants are: [Br:1][C:2]1[CH:7]=[CH:6][C:5]([OH:8])=[C:4]([CH3:9])[CH:3]=1.C(N(CC)CC)C.Cl[C:18]([O:20][CH3:21])=[O:19]. (4) Given the product [NH2:22][C:20]1[CH:19]=[CH:18][C:17]2[N:13]([CH:7]([C:4]3[CH:5]=[CH:6][C:1]([C:25]4[CH:26]=[CH:27][CH:28]=[CH:29][CH:30]=4)=[CH:2][CH:3]=3)[CH2:8][C:9]([O:11][CH3:12])=[O:10])[CH:14]=[N:15][C:16]=2[CH:21]=1, predict the reactants needed to synthesize it. The reactants are: [C:1]1([C:25]2[CH:30]=[CH:29][CH:28]=[CH:27][CH:26]=2)[CH:6]=[CH:5][C:4]([CH:7]([N:13]2[C:17]3[CH:18]=[CH:19][C:20]([N+:22]([O-])=O)=[CH:21][C:16]=3[N:15]=[CH:14]2)[CH2:8][C:9]([O:11][CH3:12])=[O:10])=[CH:3][CH:2]=1.C([O-])=O.[NH4+].O. (5) The reactants are: C(P(CCCC)CCCC)CCC.[CH2:14]([O:16][C@@H:17]([CH2:23][C:24]1[CH:29]=[CH:28][C:27]([OH:30])=[CH:26][CH:25]=1)[C:18]([O:20][CH2:21][CH3:22])=[O:19])[CH3:15].[Cl:31][C:32]1[CH:37]=[CH:36][C:35]([C:38]2[CH:43]=[CH:42][C:41](/[C:44](/[CH3:48])=[CH:45]/[CH2:46]O)=[CH:40][CH:39]=2)=[CH:34][CH:33]=1. Given the product [Cl:31][C:32]1[CH:33]=[CH:34][C:35]([C:38]2[CH:43]=[CH:42][C:41](/[C:44](/[CH3:48])=[CH:45]/[CH2:46][O:30][C:27]3[CH:26]=[CH:25][C:24]([CH2:23][C@H:17]([O:16][CH2:14][CH3:15])[C:18]([O:20][CH2:21][CH3:22])=[O:19])=[CH:29][CH:28]=3)=[CH:40][CH:39]=2)=[CH:36][CH:37]=1, predict the reactants needed to synthesize it.